From a dataset of HIV replication inhibition screening data with 41,000+ compounds from the AIDS Antiviral Screen. Binary Classification. Given a drug SMILES string, predict its activity (active/inactive) in a high-throughput screening assay against a specified biological target. (1) The result is 1 (active). The drug is CC(C)=CCN1c2ccccc2NC(=O)CC1C. (2) The result is 0 (inactive). The molecule is CS(=O)(=O)NC1C(=O)c2ccccc2OC1c1ccccc1. (3) The molecule is Cc1cc(CC2OC3OC(C)(C)OC3C3OC(C)(C)OC23)c2ccccc2n1. The result is 0 (inactive). (4) The compound is COC(=O)CCC1=CCC2(SC)C(=O)Nc3cccc1c32. The result is 0 (inactive). (5) The molecule is Cc1cn(C2CC(O)C(CO[Si](C)(C)C(C)(C)C)OC2OC(C)C)c(=O)[nH]c1=O. The result is 0 (inactive). (6) The result is 0 (inactive). The compound is O=C(NCCN1CCOCC1)c1ccc(I)cc1. (7) The result is 0 (inactive). The drug is COC1=NC2=CC(=O)c3c(c(OC(C)=O)c(C)c4c3C(=O)C(C)(OC=CC(OC)C(C)C(OC(C)=O)C(C)C(O)C(C)C(OC(C)=O)C(C)C=CC=C1C)O4)C2=O.